From a dataset of Forward reaction prediction with 1.9M reactions from USPTO patents (1976-2016). Predict the product of the given reaction. (1) Given the reactants [CH3:1][C:2]([C:5]#[C:6]/[CH:7]=[CH:8]/[CH2:9][N:10]([CH2:12][C:13]1[CH:14]=[CH:15][CH:16]=[C:17]2[CH:22]=[CH:21][CH:20]=[CH:19][C:18]=12)[CH3:11])([CH3:4])[CH3:3].Cl.C(O)(=O)C1C=CC=CC=1.C(N(CC(O)=O)CC(O)=O)CN(CC(O)=O)CC(O)=O.O=C[C@@H]([C@H]([C@@H]([C@@H](CO)O)O)O)O, predict the reaction product. The product is: [CH3:4][C:2]([C:5]#[C:6]/[CH:7]=[CH:8]/[CH2:9][N:10]([CH2:12][C:13]1[CH:14]=[CH:15][CH:16]=[C:17]2[CH:22]=[CH:21][CH:20]=[CH:19][C:18]=12)[CH3:11])([CH3:1])[CH3:3]. (2) The product is: [CH2:38]([C@H:45]1[CH2:49][O:48][C:47](=[O:50])[N:46]1[C:21]([C@@H:10]1[C@@H:11]([C:13]2[CH:18]=[CH:17][C:16]([Cl:19])=[C:15]([Cl:20])[CH:14]=2)[CH2:12][N:8]([CH2:1][C:2]2[CH:7]=[CH:6][CH:5]=[CH:4][CH:3]=2)[CH2:9]1)=[O:22])[C:39]1[CH:40]=[CH:41][CH:42]=[CH:43][CH:44]=1. Given the reactants [CH2:1]([N:8]1[CH2:12][CH:11]([C:13]2[CH:18]=[CH:17][C:16]([Cl:19])=[C:15]([Cl:20])[CH:14]=2)[CH:10]([C:21](O)=[O:22])[CH2:9]1)[C:2]1[CH:7]=[CH:6][CH:5]=[CH:4][CH:3]=1.C(N(CC)CC)C.C(Cl)(=O)C(C)(C)C.[CH2:38]([C@H:45]1[CH2:49][O:48][C:47](=[O:50])[NH:46]1)[C:39]1[CH:44]=[CH:43][CH:42]=[CH:41][CH:40]=1.[Cl-].[Li+], predict the reaction product. (3) Given the reactants C([O:3][C:4]([C:6]1([C:9]2[CH:14]=[CH:13][C:12]([C:15]3[CH:20]=[CH:19][C:18]([C:21]4[O:25][N:24]=[C:23]([CH3:26])[C:22]=4[CH2:27]Br)=[CH:17][CH:16]=3)=[CH:11][CH:10]=2)[CH2:8][CH2:7]1)=[O:5])C.[C:29]1([C:35]([OH:39])([CH3:38])[CH2:36][OH:37])[CH:34]=[CH:33][CH:32]=[CH:31][CH:30]=1, predict the reaction product. The product is: [OH:39][C:35]([C:29]1[CH:34]=[CH:33][CH:32]=[CH:31][CH:30]=1)([CH3:38])[CH2:36][O:37][CH2:27][C:22]1[C:23]([CH3:26])=[N:24][O:25][C:21]=1[C:18]1[CH:19]=[CH:20][C:15]([C:12]2[CH:11]=[CH:10][C:9]([C:6]3([C:4]([OH:3])=[O:5])[CH2:8][CH2:7]3)=[CH:14][CH:13]=2)=[CH:16][CH:17]=1. (4) Given the reactants [CH3:1][O:2][C:3](=[O:6])[CH2:4][SH:5].II, predict the reaction product. The product is: [CH3:1][O:2][C:3](=[O:6])[CH2:4][S:5][S:5][CH2:4][C:3]([O:2][CH3:1])=[O:6]. (5) Given the reactants Cl[C:2]1[N:7]=[C:6]([NH:8][C:9]2[CH:13]=[C:12]([CH3:14])[NH:11][N:10]=2)[C:5]([Cl:15])=[CH:4][N:3]=1.[N:16]1[CH:21]=[CH:20][CH:19]=[CH:18][C:17]=1[C:22]1[CH:26]=[C:25]([CH:27]2[CH2:31][CH2:30][CH2:29][NH:28]2)[O:24][N:23]=1.C(N(C(C)C)CC)(C)C, predict the reaction product. The product is: [Cl:15][C:5]1[C:6]([NH:8][C:9]2[CH:13]=[C:12]([CH3:14])[NH:11][N:10]=2)=[N:7][C:2]([N:28]2[CH2:29][CH2:30][CH2:31][CH:27]2[C:25]2[O:24][N:23]=[C:22]([C:17]3[CH:18]=[CH:19][CH:20]=[CH:21][N:16]=3)[CH:26]=2)=[N:3][CH:4]=1. (6) Given the reactants [F:1][C:2]([F:11])([F:10])[C:3]1[CH:9]=[CH:8][C:6]([NH2:7])=[CH:5][CH:4]=1.[C:12](O[C:12]([O:14][C:15]([CH3:18])([CH3:17])[CH3:16])=[O:13])([O:14][C:15]([CH3:18])([CH3:17])[CH3:16])=[O:13], predict the reaction product. The product is: [F:1][C:2]([F:10])([F:11])[C:3]1[CH:9]=[CH:8][C:6]([NH:7][C:12](=[O:13])[O:14][C:15]([CH3:18])([CH3:17])[CH3:16])=[CH:5][CH:4]=1. (7) The product is: [CH2:1]([C:8]12[CH2:23][CH2:22][C:21](=[O:24])[CH:20]=[C:9]1[CH2:10][CH2:11][CH2:12][C:13]1[CH:18]=[C:17]([O:19][S:32]([C:35]([F:38])([F:37])[F:36])(=[O:34])=[O:33])[CH:16]=[CH:15][C:14]2=1)[C:2]1[CH:3]=[CH:4][CH:5]=[CH:6][CH:7]=1. Given the reactants [CH2:1]([C:8]12[CH2:23][CH2:22][C:21](=[O:24])[CH:20]=[C:9]1[CH2:10][CH2:11][CH2:12][C:13]1[CH:18]=[C:17]([OH:19])[CH:16]=[CH:15][C:14]=12)[C:2]1[CH:7]=[CH:6][CH:5]=[CH:4][CH:3]=1.C1C=CC(N([S:32]([C:35]([F:38])([F:37])[F:36])(=[O:34])=[O:33])[S:32]([C:35]([F:38])([F:37])[F:36])(=[O:34])=[O:33])=CC=1.CCN(C(C)C)C(C)C, predict the reaction product.